Dataset: Full USPTO retrosynthesis dataset with 1.9M reactions from patents (1976-2016). Task: Predict the reactants needed to synthesize the given product. (1) Given the product [NH2:1][C:2]1[N:7]=[C:6]([NH:28][CH2:27][CH2:26][C:23]2[CH:24]=[CH:25][C:20]([O:19][CH3:18])=[CH:21][CH:22]=2)[C:5]([C:11]#[N:12])=[C:4]([C:13]2[S:14][CH:15]=[CH:16][CH:17]=2)[N:3]=1, predict the reactants needed to synthesize it. The reactants are: [NH2:1][C:2]1[N:7]=[C:6](S(C)=O)[C:5]([C:11]#[N:12])=[C:4]([C:13]2[S:14][CH:15]=[CH:16][CH:17]=2)[N:3]=1.[CH3:18][O:19][C:20]1[CH:25]=[CH:24][C:23]([CH2:26][CH2:27][NH2:28])=[CH:22][CH:21]=1. (2) Given the product [CH2:2]([N:4]([CH2:10][CH3:11])[C@H:5]1[CH2:8][C@H:7]([OH:9])[CH2:6]1)[CH3:3], predict the reactants needed to synthesize it. The reactants are: Cl.[CH2:2]([N:4]([CH2:10][CH3:11])[C@H:5]1[CH2:8][C@H:7]([OH:9])[CH2:6]1)[CH3:3].[OH-].[Na+].